From a dataset of Peptide-MHC class II binding affinity with 134,281 pairs from IEDB. Regression. Given a peptide amino acid sequence and an MHC pseudo amino acid sequence, predict their binding affinity value. This is MHC class II binding data. (1) The peptide sequence is KVYLAWVPAHKGIGG. The MHC is DRB1_0101 with pseudo-sequence DRB1_0101. The binding affinity (normalized) is 0.804. (2) The peptide sequence is DLEKYVEDTKIDLWS. The MHC is DRB1_0101 with pseudo-sequence DRB1_0101. The binding affinity (normalized) is 0.